Dataset: NCI-60 drug combinations with 297,098 pairs across 59 cell lines. Task: Regression. Given two drug SMILES strings and cell line genomic features, predict the synergy score measuring deviation from expected non-interaction effect. (1) Drug 1: CC1C(C(CC(O1)OC2CC(CC3=C2C(=C4C(=C3O)C(=O)C5=C(C4=O)C(=CC=C5)OC)O)(C(=O)C)O)N)O.Cl. Drug 2: C1CCC(CC1)NC(=O)N(CCCl)N=O. Cell line: HOP-62. Synergy scores: CSS=26.8, Synergy_ZIP=-5.18, Synergy_Bliss=7.10, Synergy_Loewe=-19.1, Synergy_HSA=4.93. (2) Drug 1: C1=C(C(=O)NC(=O)N1)F. Drug 2: CC1=C(C(CCC1)(C)C)C=CC(=CC=CC(=CC(=O)O)C)C. Cell line: SNB-75. Synergy scores: CSS=23.5, Synergy_ZIP=-5.02, Synergy_Bliss=-1.05, Synergy_Loewe=2.15, Synergy_HSA=2.43. (3) Drug 1: CN1CCC(CC1)COC2=C(C=C3C(=C2)N=CN=C3NC4=C(C=C(C=C4)Br)F)OC. Drug 2: CC1CCC2CC(C(=CC=CC=CC(CC(C(=O)C(C(C(=CC(C(=O)CC(OC(=O)C3CCCCN3C(=O)C(=O)C1(O2)O)C(C)CC4CCC(C(C4)OC)OCCO)C)C)O)OC)C)C)C)OC. Cell line: NCI-H226. Synergy scores: CSS=15.3, Synergy_ZIP=-2.76, Synergy_Bliss=2.03, Synergy_Loewe=2.89, Synergy_HSA=4.52. (4) Drug 1: C1CCN(CC1)CCOC2=CC=C(C=C2)C(=O)C3=C(SC4=C3C=CC(=C4)O)C5=CC=C(C=C5)O. Drug 2: C1CCC(CC1)NC(=O)N(CCCl)N=O. Cell line: NCI-H460. Synergy scores: CSS=5.11, Synergy_ZIP=-4.12, Synergy_Bliss=2.70, Synergy_Loewe=0.658, Synergy_HSA=1.29. (5) Drug 1: C1=CC=C(C=C1)NC(=O)CCCCCCC(=O)NO. Drug 2: CCN(CC)CCCC(C)NC1=C2C=C(C=CC2=NC3=C1C=CC(=C3)Cl)OC. Cell line: MDA-MB-231. Synergy scores: CSS=18.5, Synergy_ZIP=-8.62, Synergy_Bliss=-5.83, Synergy_Loewe=-1.81, Synergy_HSA=-1.33. (6) Drug 1: CN(C)N=NC1=C(NC=N1)C(=O)N. Drug 2: CC=C1C(=O)NC(C(=O)OC2CC(=O)NC(C(=O)NC(CSSCCC=C2)C(=O)N1)C(C)C)C(C)C. Cell line: SN12C. Synergy scores: CSS=39.8, Synergy_ZIP=4.42, Synergy_Bliss=3.41, Synergy_Loewe=-33.1, Synergy_HSA=1.98. (7) Drug 1: C1C(C(OC1N2C=NC(=NC2=O)N)CO)O. Drug 2: COCCOC1=C(C=C2C(=C1)C(=NC=N2)NC3=CC=CC(=C3)C#C)OCCOC.Cl. Cell line: MDA-MB-231. Synergy scores: CSS=10.7, Synergy_ZIP=-3.95, Synergy_Bliss=3.45, Synergy_Loewe=2.13, Synergy_HSA=4.21.